From a dataset of Full USPTO retrosynthesis dataset with 1.9M reactions from patents (1976-2016). Predict the reactants needed to synthesize the given product. (1) Given the product [CH3:1][O:2][NH:3][C:4]([C:6]1[C:7](=[O:29])[C:8]2[CH:13]=[N:12][C:11]([NH:48][C:44]3[CH:45]=[CH:46][CH:47]=[C:42]([CH2:41][CH2:40][N:37]4[CH2:38][CH2:39][N:34]([S:31]([CH3:30])(=[O:33])=[O:32])[CH2:35][CH2:36]4)[CH:43]=3)=[N:10][C:9]=2[N:18]([C:20]2[CH:21]=[C:22]3[C:26](=[CH:27][CH:28]=2)[CH2:25][CH2:24][CH2:23]3)[CH:19]=1)=[O:5], predict the reactants needed to synthesize it. The reactants are: [CH3:1][O:2][NH:3][C:4]([C:6]1[C:7](=[O:29])[C:8]2[CH:13]=[N:12][C:11](S(C)(=O)=O)=[N:10][C:9]=2[N:18]([C:20]2[CH:21]=[C:22]3[C:26](=[CH:27][CH:28]=2)[CH2:25][CH2:24][CH2:23]3)[CH:19]=1)=[O:5].[CH3:30][S:31]([N:34]1[CH2:39][CH2:38][N:37]([CH2:40][CH2:41][C:42]2[CH:43]=[C:44]([NH2:48])[CH:45]=[CH:46][CH:47]=2)[CH2:36][CH2:35]1)(=[O:33])=[O:32]. (2) Given the product [O:1]([C:8]1[CH:9]=[CH:10][C:11]([NH:12][CH2:21][C:17]2[CH:16]=[N:15][CH:20]=[CH:19][CH:18]=2)=[CH:13][CH:14]=1)[C:2]1[CH:3]=[CH:4][CH:5]=[CH:6][CH:7]=1, predict the reactants needed to synthesize it. The reactants are: [O:1]([C:8]1[CH:14]=[CH:13][C:11]([NH2:12])=[CH:10][CH:9]=1)[C:2]1[CH:7]=[CH:6][CH:5]=[CH:4][CH:3]=1.[N:15]1[CH:20]=[CH:19][CH:18]=[C:17]([CH:21]=O)[CH:16]=1. (3) Given the product [N:20]1([C:18]2[C:17]([Cl:29])=[CH:16][N:15]=[C:14]([NH:13][C@H:10]3[CH2:9][CH2:8][C@H:7]([C:5]([OH:6])=[O:4])[CH2:12][CH2:11]3)[N:19]=2)[C:24]2[CH:25]=[CH:26][CH:27]=[CH:28][C:23]=2[N:22]=[N:21]1, predict the reactants needed to synthesize it. The reactants are: [OH-].[Na+].C[O:4][C:5]([CH:7]1[CH2:12][CH2:11][CH:10]([NH:13][C:14]2[N:19]=[C:18]([N:20]3[C:24]4[CH:25]=[CH:26][CH:27]=[CH:28][C:23]=4[N:22]=[N:21]3)[C:17]([Cl:29])=[CH:16][N:15]=2)[CH2:9][CH2:8]1)=[O:6].Cl.